This data is from Catalyst prediction with 721,799 reactions and 888 catalyst types from USPTO. The task is: Predict which catalyst facilitates the given reaction. (1) Reactant: [Br:1][C:2]1[CH:7]=[C:6]([CH3:8])[C:5]([C:9]2[C:10](=[O:23])[C:11](=[CH:16][C:17]3[CH:22]=[CH:21][CH:20]=[CH:19][N:18]=3)[CH2:12][C:13]=2[O:14][CH3:15])=[C:4]([CH3:24])[CH:3]=1. Product: [Br:1][C:2]1[CH:3]=[C:4]([CH3:24])[C:5]([C:9]2[C:10](=[O:23])[CH:11]([CH2:16][C:17]3[CH:22]=[CH:21][CH:20]=[CH:19][N:18]=3)[CH2:12][C:13]=2[O:14][CH3:15])=[C:6]([CH3:8])[CH:7]=1. The catalyst class is: 183. (2) The catalyst class is: 2. Reactant: [NH2:1][C:2]1[S:3][CH:4]=[C:5]([C:7]2[CH:12]=[CH:11][CH:10]=[CH:9][CH:8]=2)[N:6]=1.[C:13]([N:20]1[CH:24]=[CH:23]N=C1)(N1C=CN=C1)=[O:14].[CH3:25][C:26]1[CH:31]=[C:30]([C:32]2[CH:37]=CC(N)=[CH:34][CH:33]=2)[CH:29]=[CH:28][N:27]=1.C(N(CC)CC)C. Product: [CH3:25][C:26]1[CH:31]=[C:30]([C:32]2[CH:37]=[CH:23][C:24]([NH:20][C:13]([NH:1][C:2]3[S:3][CH:4]=[C:5]([C:7]4[CH:12]=[CH:11][CH:10]=[CH:9][CH:8]=4)[N:6]=3)=[O:14])=[CH:34][CH:33]=2)[CH:29]=[CH:28][N:27]=1. (3) Reactant: Cl[C:2]1[N:7]=[C:6]([C:8]2[CH:9]=[C:10]([NH:14][C:15](=[O:18])[CH:16]=[CH2:17])[CH:11]=[CH:12][CH:13]=2)[C:5]([Cl:19])=[CH:4][N:3]=1.[O:20]1[CH2:25][CH2:24][N:23]([C:26]2[CH:32]=[CH:31][C:29]([NH2:30])=[CH:28][CH:27]=2)[CH2:22][CH2:21]1.C([O-])([O-])=O.[Cs+].[Cs+].C1(P(C2C=CC=CC=2)C2C3OC4C(=CC=CC=4P(C4C=CC=CC=4)C4C=CC=CC=4)C(C)(C)C=3C=CC=2)C=CC=CC=1. Product: [Cl:19][C:5]1[C:6]([C:8]2[CH:9]=[C:10]([NH:14][C:15](=[O:18])[CH:16]=[CH2:17])[CH:11]=[CH:12][CH:13]=2)=[N:7][C:2]([NH:30][C:29]2[CH:28]=[CH:27][C:26]([N:23]3[CH2:24][CH2:25][O:20][CH2:21][CH2:22]3)=[CH:32][CH:31]=2)=[N:3][CH:4]=1. The catalyst class is: 101. (4) Reactant: [CH2:1]([O:3][C:4]([N:6]1[C:14]2[C:9](=[CH:10][CH:11]=[C:12]([Cl:15])[CH:13]=2)/[C:8](=[CH:16]/[C:17]2[CH:22]=[CH:21][CH:20]=[C:19]([Cl:23])[CH:18]=2)/[C:7]1=[O:24])=[O:5])[CH3:2].[CH3:25][C:26]1[CH:31]=[CH:30][CH:29]=[CH:28][C:27]=1[CH:32]=[N:33][C:34]([O:36][Si](C)(C)C)=[CH2:35]. Product: [CH2:1]([O:3][C:4]([N:6]1[C:14]2[C:9](=[CH:10][CH:11]=[C:12]([Cl:15])[CH:13]=2)[C:8]2([CH:16]([C:17]3[CH:22]=[CH:21][CH:20]=[C:19]([Cl:23])[CH:18]=3)[CH2:35][C:34](=[O:36])[NH:33][CH:32]2[C:27]2[CH:28]=[CH:29][CH:30]=[CH:31][C:26]=2[CH3:25])[C:7]1=[O:24])=[O:5])[CH3:2]. The catalyst class is: 11.